This data is from Full USPTO retrosynthesis dataset with 1.9M reactions from patents (1976-2016). The task is: Predict the reactants needed to synthesize the given product. (1) Given the product [C:1]([C:3]1([CH2:25][C:26]2[CH:27]=[CH:28][C:29]([C:30]([O:32][CH3:33])=[O:31])=[CH:34][CH:35]=2)[CH2:8][CH2:7][N:6]([C:9]([O:11][C:12]([CH3:15])([CH3:14])[CH3:13])=[O:10])[CH2:5][CH2:4]1)#[N:2], predict the reactants needed to synthesize it. The reactants are: [C:1]([CH:3]1[CH2:8][CH2:7][N:6]([C:9]([O:11][C:12]([CH3:15])([CH3:14])[CH3:13])=[O:10])[CH2:5][CH2:4]1)#[N:2].C([N-]C(C)C)(C)C.[Li+].Br[CH2:25][C:26]1[CH:35]=[CH:34][C:29]([C:30]([O:32][CH3:33])=[O:31])=[CH:28][CH:27]=1. (2) Given the product [I:1][CH2:2][C:3]1[N:4]=[C:5]([C:14]2[CH:15]=[CH:16][C:17]([CH3:20])=[CH:18][CH:19]=2)[O:6][C:7]=1[CH:8]1[CH2:9][CH2:10][CH2:11][CH2:12][CH2:13]1, predict the reactants needed to synthesize it. The reactants are: [I:1][CH2:2][C:3]1[N:4]=[C:5]([C:14]2[CH:19]=[CH:18][C:17]([CH3:20])=[CH:16][CH:15]=2)[O:6][C:7]=1[C:8]1[CH:13]=[CH:12][CH:11]=[CH:10][CH:9]=1.C1(C(=O)C(=NO)C)CCCCC1.C1(C)C=CC(C=O)=CC=1. (3) The reactants are: Cl.Cl.C[O:4][C:5](=[O:56])[C@@H:6]([NH:23][C:24]([C@@H:26]1[CH2:35][C:34]2[CH:33]=[C:32]3[O:36][CH2:37][C@H:38]([C:40]4[CH:45]=[CH:44][C:43]([O:46][CH2:47][C:48]5[CH:53]=[CH:52][C:51]([Cl:54])=[C:50]([Cl:55])[CH:49]=5)=[CH:42][CH:41]=4)[O:39][C:31]3=[CH:30][C:29]=2[CH2:28][NH:27]1)=[O:25])[CH2:7][C:8]1[CH:13]=[CH:12][C:11]([O:14][C:15]2[CH:20]=[CH:19][N:18]=[C:17]([CH3:21])[C:16]=2[CH3:22])=[CH:10][CH:9]=1.Cl[C:58]([O:60][CH:61]([CH3:63])[CH3:62])=[O:59].ClC([O-])=O. Given the product [CH:61]([O:60][C:58]([N:27]1[C@H:26]([C:24](=[O:25])[NH:23][C@H:6]([C:5]([OH:56])=[O:4])[CH2:7][C:8]2[CH:9]=[CH:10][C:11]([O:14][C:15]3[CH:20]=[CH:19][N:18]=[C:17]([CH3:21])[C:16]=3[CH3:22])=[CH:12][CH:13]=2)[CH2:35][C:34]2[CH:33]=[C:32]3[O:36][CH2:37][C@H:38]([C:40]4[CH:45]=[CH:44][C:43]([O:46][CH2:47][C:48]5[CH:53]=[CH:52][C:51]([Cl:54])=[C:50]([Cl:55])[CH:49]=5)=[CH:42][CH:41]=4)[O:39][C:31]3=[CH:30][C:29]=2[CH2:28]1)=[O:59])([CH3:63])[CH3:62], predict the reactants needed to synthesize it. (4) Given the product [O:1]=[C:2]1[N:10]([CH2:11][CH2:12][CH3:13])[C:9]2[N:8]=[C:7]([C:14]34[CH2:15][CH2:16][C:17]([C:22]([N:30]([CH2:32][C:33]([OH:35])=[O:34])[CH3:31])=[O:23])([CH2:18][CH2:19]3)[CH2:20][CH2:21]4)[NH:6][C:5]=2[C:4](=[O:25])[N:3]1[CH2:26][CH2:27][CH3:28], predict the reactants needed to synthesize it. The reactants are: [O:1]=[C:2]1[N:10]([CH2:11][CH2:12][CH3:13])[C:9]2[N:8]=[C:7]([C:14]34[CH2:21][CH2:20][C:17]([C:22](O)=[O:23])([CH2:18][CH2:19]3)[CH2:16][CH2:15]4)[NH:6][C:5]=2[C:4](=[O:25])[N:3]1[CH2:26][CH2:27][CH3:28].Cl.[NH:30]([CH2:32][C:33]([OH:35])=[O:34])[CH3:31].CCN(CC)CC.CN(C(ON1N=NC2C=CC=NC1=2)=[N+](C)C)C.F[P-](F)(F)(F)(F)F.